From a dataset of NCI-60 drug combinations with 297,098 pairs across 59 cell lines. Regression. Given two drug SMILES strings and cell line genomic features, predict the synergy score measuring deviation from expected non-interaction effect. Drug 1: CC=C1C(=O)NC(C(=O)OC2CC(=O)NC(C(=O)NC(CSSCCC=C2)C(=O)N1)C(C)C)C(C)C. Drug 2: CC12CCC3C(C1CCC2OP(=O)(O)O)CCC4=C3C=CC(=C4)OC(=O)N(CCCl)CCCl.[Na+]. Cell line: OVCAR-4. Synergy scores: CSS=30.6, Synergy_ZIP=-4.17, Synergy_Bliss=2.48, Synergy_Loewe=-25.2, Synergy_HSA=-2.59.